From a dataset of NCI-60 drug combinations with 297,098 pairs across 59 cell lines. Regression. Given two drug SMILES strings and cell line genomic features, predict the synergy score measuring deviation from expected non-interaction effect. (1) Drug 1: CCC1(CC2CC(C3=C(CCN(C2)C1)C4=CC=CC=C4N3)(C5=C(C=C6C(=C5)C78CCN9C7C(C=CC9)(C(C(C8N6C=O)(C(=O)OC)O)OC(=O)C)CC)OC)C(=O)OC)O.OS(=O)(=O)O. Drug 2: CCN(CC)CCNC(=O)C1=C(NC(=C1C)C=C2C3=C(C=CC(=C3)F)NC2=O)C. Cell line: SNB-19. Synergy scores: CSS=28.2, Synergy_ZIP=2.55, Synergy_Bliss=3.68, Synergy_Loewe=-25.5, Synergy_HSA=3.02. (2) Drug 1: CS(=O)(=O)C1=CC(=C(C=C1)C(=O)NC2=CC(=C(C=C2)Cl)C3=CC=CC=N3)Cl. Drug 2: C1CN1P(=S)(N2CC2)N3CC3. Cell line: NCI-H460. Synergy scores: CSS=9.66, Synergy_ZIP=-14.1, Synergy_Bliss=-13.4, Synergy_Loewe=-29.6, Synergy_HSA=-12.6. (3) Drug 1: C1CCC(CC1)NC(=O)N(CCCl)N=O. Drug 2: C(CCl)NC(=O)N(CCCl)N=O. Cell line: MDA-MB-231. Synergy scores: CSS=9.07, Synergy_ZIP=-8.45, Synergy_Bliss=-7.23, Synergy_Loewe=-11.1, Synergy_HSA=-6.64. (4) Cell line: SR. Synergy scores: CSS=92.5, Synergy_ZIP=15.4, Synergy_Bliss=15.0, Synergy_Loewe=6.95, Synergy_HSA=16.7. Drug 2: CN1C2=C(C=C(C=C2)N(CCCl)CCCl)N=C1CCCC(=O)O.Cl. Drug 1: CC1=C2C(C(=O)C3(C(CC4C(C3C(C(C2(C)C)(CC1OC(=O)C(C(C5=CC=CC=C5)NC(=O)OC(C)(C)C)O)O)OC(=O)C6=CC=CC=C6)(CO4)OC(=O)C)OC)C)OC. (5) Drug 1: C1CC(=O)NC(=O)C1N2CC3=C(C2=O)C=CC=C3N. Drug 2: CC1CCC2CC(C(=CC=CC=CC(CC(C(=O)C(C(C(=CC(C(=O)CC(OC(=O)C3CCCCN3C(=O)C(=O)C1(O2)O)C(C)CC4CCC(C(C4)OC)O)C)C)O)OC)C)C)C)OC. Cell line: ACHN. Synergy scores: CSS=23.8, Synergy_ZIP=-8.84, Synergy_Bliss=-4.31, Synergy_Loewe=-3.85, Synergy_HSA=-1.91. (6) Drug 1: C1CC(=O)NC(=O)C1N2CC3=C(C2=O)C=CC=C3N. Drug 2: C1CNP(=O)(OC1)N(CCCl)CCCl. Cell line: HL-60(TB). Synergy scores: CSS=7.68, Synergy_ZIP=-4.91, Synergy_Bliss=-8.58, Synergy_Loewe=-5.77, Synergy_HSA=-5.15.